Predict which catalyst facilitates the given reaction. From a dataset of Catalyst prediction with 721,799 reactions and 888 catalyst types from USPTO. (1) Reactant: [F:1][C:2]([F:22])([F:21])[C:3]1[CH:4]=[C:5]([CH:18]=[CH:19][CH:20]=1)[O:6][C:7]1[C:16]2[C:11](=[C:12]([NH2:17])[CH:13]=[CH:14][CH:15]=2)[N:10]=[CH:9][N:8]=1.[Cl:23][C:24]1[C:29]([C:30](O)=[O:31])=[C:28]([F:33])[C:27]([CH2:34][NH:35][C:36](=[O:41])[C:37]([CH3:40])([CH3:39])[CH3:38])=[CH:26][CH:25]=1.C(Cl)(=O)C(Cl)=O.CCN(C(C)C)C(C)C. Product: [Cl:23][C:24]1[C:29]([C:30]([NH:17][C:12]2[CH:13]=[CH:14][CH:15]=[C:16]3[C:11]=2[N:10]=[CH:9][N:8]=[C:7]3[O:6][C:5]2[CH:18]=[CH:19][CH:20]=[C:3]([C:2]([F:1])([F:21])[F:22])[CH:4]=2)=[O:31])=[C:28]([F:33])[C:27]([CH2:34][NH:35][C:36](=[O:41])[C:37]([CH3:39])([CH3:38])[CH3:40])=[CH:26][CH:25]=1. The catalyst class is: 85. (2) Reactant: [O:1]1[C:5]2([CH2:10][CH2:9][N:8]([C:11]3[CH:16]=[CH:15][C:14]([N:17]4[CH2:21][C@H:20]([CH2:22]OS(C)(=O)=O)[O:19][C:18]4=[O:28])=[CH:13][C:12]=3[F:29])[CH2:7][CH2:6]2)[O:4][CH2:3][CH2:2]1.[N-:30]=[N+:31]=[N-:32].[Na+]. Product: [O:4]1[C:5]2([CH2:10][CH2:9][N:8]([C:11]3[CH:16]=[CH:15][C:14]([N:17]4[CH2:21][C@H:20]([CH2:22][N:30]=[N+:31]=[N-:32])[O:19][C:18]4=[O:28])=[CH:13][C:12]=3[F:29])[CH2:7][CH2:6]2)[O:1][CH2:2][CH2:3]1. The catalyst class is: 35. (3) Reactant: [C:1]1([CH:7]([NH:9][C:10]2[C:15]([NH2:16])=[CH:14][CH:13]=[C:12]([C:17]3[CH:26]=[CH:25][CH:24]=[C:23]4[C:18]=3[CH:19]=[CH:20][CH:21]=[N:22]4)[N:11]=2)[CH3:8])[CH:6]=[CH:5][CH:4]=[CH:3][CH:2]=1.[N+](C1C(NC(C2C=CC=CC=2)C)=NC(C2C=CC=C3C=2C=CC=N3)=CC=1)([O-])=O.[CH2:55]([OH:57])C. Product: [C:1]1([CH:7]([N:9]2[C:10]3=[N:11][C:12]([C:17]4[CH:26]=[CH:25][CH:24]=[C:23]5[C:18]=4[CH:19]=[CH:20][CH:21]=[N:22]5)=[CH:13][CH:14]=[C:15]3[NH:16][C:55]2=[O:57])[CH3:8])[CH:2]=[CH:3][CH:4]=[CH:5][CH:6]=1. The catalyst class is: 45.